Regression. Given two drug SMILES strings and cell line genomic features, predict the synergy score measuring deviation from expected non-interaction effect. From a dataset of NCI-60 drug combinations with 297,098 pairs across 59 cell lines. (1) Cell line: UACC62. Synergy scores: CSS=33.2, Synergy_ZIP=15.9, Synergy_Bliss=19.8, Synergy_Loewe=-19.5, Synergy_HSA=4.79. Drug 1: CCC1(CC2CC(C3=C(CCN(C2)C1)C4=CC=CC=C4N3)(C5=C(C=C6C(=C5)C78CCN9C7C(C=CC9)(C(C(C8N6C)(C(=O)OC)O)OC(=O)C)CC)OC)C(=O)OC)O.OS(=O)(=O)O. Drug 2: CCC1=C2CN3C(=CC4=C(C3=O)COC(=O)C4(CC)O)C2=NC5=C1C=C(C=C5)O. (2) Drug 1: CC(C)NC(=O)C1=CC=C(C=C1)CNNC.Cl. Drug 2: C(CN)CNCCSP(=O)(O)O. Cell line: MALME-3M. Synergy scores: CSS=6.78, Synergy_ZIP=2.27, Synergy_Bliss=-3.43, Synergy_Loewe=3.53, Synergy_HSA=-1.44. (3) Drug 1: C1CCC(C(C1)N)N.C(=O)(C(=O)[O-])[O-].[Pt+4]. Drug 2: B(C(CC(C)C)NC(=O)C(CC1=CC=CC=C1)NC(=O)C2=NC=CN=C2)(O)O. Cell line: 786-0. Synergy scores: CSS=47.6, Synergy_ZIP=-4.62, Synergy_Bliss=0.0402, Synergy_Loewe=-1.85, Synergy_HSA=-0.699. (4) Drug 2: CN1C2=C(C=C(C=C2)N(CCCl)CCCl)N=C1CCCC(=O)O.Cl. Synergy scores: CSS=9.49, Synergy_ZIP=-9.86, Synergy_Bliss=-5.03, Synergy_Loewe=-10.7, Synergy_HSA=-4.76. Cell line: OVCAR3. Drug 1: C1=CC(=CC=C1CCCC(=O)O)N(CCCl)CCCl. (5) Drug 1: CCC1=CC2CC(C3=C(CN(C2)C1)C4=CC=CC=C4N3)(C5=C(C=C6C(=C5)C78CCN9C7C(C=CC9)(C(C(C8N6C)(C(=O)OC)O)OC(=O)C)CC)OC)C(=O)OC.C(C(C(=O)O)O)(C(=O)O)O. Drug 2: CC1=C(C(=O)C2=C(C1=O)N3CC4C(C3(C2COC(=O)N)OC)N4)N. Cell line: ACHN. Synergy scores: CSS=37.4, Synergy_ZIP=-0.440, Synergy_Bliss=1.11, Synergy_Loewe=-4.78, Synergy_HSA=3.54.